Predict the reactants needed to synthesize the given product. From a dataset of Full USPTO retrosynthesis dataset with 1.9M reactions from patents (1976-2016). (1) Given the product [Br:13][C:3]1[CH:4]=[N:5][N:6]([CH:7]2[CH2:12][CH2:11][O:10][CH2:9][CH2:8]2)[C:2]=1[CH3:1], predict the reactants needed to synthesize it. The reactants are: [CH3:1][C:2]1[N:6]([CH:7]2[CH2:12][CH2:11][O:10][CH2:9][CH2:8]2)[N:5]=[CH:4][CH:3]=1.[Br:13]C1CC(=O)NC1=O. (2) Given the product [F:17][C:18]1[N:22]([CH2:23][O:24][CH2:25][CH2:26][Si:27]([CH3:30])([CH3:29])[CH3:28])[N:21]=[CH:20][C:19]=1[C:2]1[NH:3][C:4]2[N:5]([N:12]=[CH:13][C:14]=2[C:15]#[N:16])[C:6](=[O:11])[C:7]=1[CH:8]([CH3:10])[CH3:9], predict the reactants needed to synthesize it. The reactants are: Cl[C:2]1[NH:3][C:4]2[N:5]([N:12]=[CH:13][C:14]=2[C:15]#[N:16])[C:6](=[O:11])[C:7]=1[CH:8]([CH3:10])[CH3:9].[F:17][C:18]1[N:22]([CH2:23][O:24][CH2:25][CH2:26][Si:27]([CH3:30])([CH3:29])[CH3:28])[N:21]=[CH:20][C:19]=1B1OC(C)(C)C(C)(C)O1.C([O-])([O-])=O.[Na+].[Na+].